This data is from Full USPTO retrosynthesis dataset with 1.9M reactions from patents (1976-2016). The task is: Predict the reactants needed to synthesize the given product. (1) Given the product [CH3:1][O:2][C:3](=[O:45])[NH:4][C@H:5]([C:10]([NH:12][N:13]([CH2:14][C@:15]([OH:36])([C:23](=[O:35])[NH:24][C@H:25]1[C:33]2[C:28](=[CH:29][CH:30]=[CH:31][CH:32]=2)[CH2:27][C@H:26]1[OH:34])[CH2:16][C:17]1[CH:22]=[CH:21][CH:20]=[CH:19][CH:18]=1)[CH2:37][C:38]1[CH:43]=[CH:42][C:41]([C:50]2[S:46][C:47]3[CH:57]=[CH:56][CH:55]=[CH:54][C:48]=3[CH:49]=2)=[CH:40][CH:39]=1)=[O:11])[C:6]([CH3:9])([CH3:8])[CH3:7], predict the reactants needed to synthesize it. The reactants are: [CH3:1][O:2][C:3](=[O:45])[NH:4][C@H:5]([C:10]([NH:12][N:13]([CH2:37][C:38]1[CH:43]=[CH:42][C:41](Br)=[CH:40][CH:39]=1)[CH2:14][C@:15]([OH:36])([C:23](=[O:35])[NH:24][C@H:25]1[C:33]2[C:28](=[CH:29][CH:30]=[CH:31][CH:32]=2)[CH2:27][C@H:26]1[OH:34])[CH2:16][C:17]1[CH:22]=[CH:21][CH:20]=[CH:19][CH:18]=1)=[O:11])[C:6]([CH3:9])([CH3:8])[CH3:7].[S:46]1[C:50](B(O)O)=[CH:49][C:48]2[CH:54]=[CH:55][CH:56]=[CH:57][C:47]1=2.C([O-])([O-])=O.[Na+].[Na+].CCO. (2) Given the product [CH2:54]([CH:53]([CH2:68][CH2:39][CH2:38][CH3:37])[C:52]([OH:59])=[O:58])[CH2:55][CH2:56][CH2:57][CH2:62][CH2:63][CH2:64][CH2:65][CH2:79][CH2:78][CH2:77][CH3:81].[OH:36][CH2:37][CH:38]([CH2:39][OH:40])[OH:41].[OH:36][CH2:37][CH:38]([CH2:39][OH:40])[OH:41].[OH:36][CH2:37][CH:38]([CH2:39][OH:40])[OH:41].[OH:36][CH2:37][CH:38]([CH2:39][OH:40])[OH:41].[OH:36][CH2:37][CH:38]([CH2:39][OH:40])[OH:41].[OH:36][CH2:37][CH:38]([CH2:39][OH:40])[OH:41].[OH:36][CH2:37][CH:38]([CH2:39][OH:40])[OH:41].[OH:36][CH2:37][CH:38]([CH2:39][OH:40])[OH:41].[OH:36][CH2:37][CH:38]([CH2:39][OH:40])[OH:41].[OH:36][CH2:37][CH:38]([CH2:39][OH:40])[OH:41], predict the reactants needed to synthesize it. The reactants are: C(O)C(O)C[O:36][CH2:37][CH:38]([OH:41])[CH2:39][O:40]CC(O)C[O:36][CH2:37][CH:38]([OH:41])[CH2:39][O:40]CC(O)C[O:36][CH2:37][CH:38]([OH:41])[CH2:39][O:40]CC(O)C[O:36][CH2:37][CH:38]([OH:41])[CH2:39][O:40]CC(O)C[O:36][CH2:37][CH:38]([OH:41])[CH2:39][OH:40].[C:52]([OH:59])(=[O:58])[CH2:53][CH2:54][CH2:55][CH2:56][CH3:57].ON1[C:65](=O)[CH2:64][CH2:63][C:62]1=O.[CH3:68]C(N=C=NC(C)C)C.[CH2:77]1[CH2:81]O[CH2:79][CH2:78]1. (3) Given the product [CH2:1]([C@H:3]1[C:7]2=[N:8][CH:9]=[C:10]([C:12]([NH:13][C@H:14]([C:17]3[CH:22]=[CH:21][C:20]([S:23]([CH2:26][CH3:27])(=[O:25])=[O:24])=[CH:19][CH:18]=3)[CH2:15][OH:16])=[O:28])[CH:11]=[C:6]2[CH2:5][NH:4]1)[CH3:2], predict the reactants needed to synthesize it. The reactants are: [CH2:1]([C@H:3]1[C:7]2=[N:8][CH:9]=[C:10]([C:12](=[O:28])[NH:13][C@H:14]([C:17]3[CH:22]=[CH:21][C:20]([S:23]([CH2:26][CH3:27])(=[O:25])=[O:24])=[CH:19][CH:18]=3)[CH2:15][OH:16])[CH:11]=[C:6]2[CH2:5][N:4]1C(OC(C)(C)C)=O)[CH3:2].Cl.C(OCC)(=O)C.